Dataset: Forward reaction prediction with 1.9M reactions from USPTO patents (1976-2016). Task: Predict the product of the given reaction. (1) Given the reactants Cl[CH:2]([C:19]1[CH:24]=[CH:23][CH:22]=[CH:21][CH:20]=1)[C:3]([C:5]1[C:13]2[C:8](=[CH:9][CH:10]=[CH:11][CH:12]=2)[N:7]([S:14]([CH2:17][CH3:18])(=[O:16])=[O:15])[CH:6]=1)=[O:4].[CH3:25][O:26][C:27]1[CH:32]=[CH:31][CH:30]=[C:29]([NH2:33])[CH:28]=1, predict the reaction product. The product is: [CH2:17]([S:14]([N:7]1[C:8]2[C:13](=[CH:12][CH:11]=[CH:10][CH:9]=2)[C:5]([C:3](=[O:4])[CH:2]([NH:33][C:29]2[CH:30]=[CH:31][CH:32]=[C:27]([O:26][CH3:25])[CH:28]=2)[C:19]2[CH:24]=[CH:23][CH:22]=[CH:21][CH:20]=2)=[CH:6]1)(=[O:16])=[O:15])[CH3:18]. (2) Given the reactants [Cl:1][C:2]1[N:3]=[CH:4][N:5]([C:7]2[C:12]([O:13][CH3:14])=[CH:11][C:10]([N+:15]([O-])=O)=[CH:9][N:8]=2)[CH:6]=1.C(O)C.C(O)(=O)C.[OH-].[Na+], predict the reaction product. The product is: [Cl:1][C:2]1[N:3]=[CH:4][N:5]([C:7]2[N:8]=[CH:9][C:10]([NH2:15])=[CH:11][C:12]=2[O:13][CH3:14])[CH:6]=1. (3) Given the reactants I[C:2]1[CH:9]=[CH:8][C:5]([C:6]#[N:7])=[CH:4][CH:3]=1.[CH3:10][O:11][C:12](=[O:37])[C:13]1[CH:18]=[CH:17][CH:16]=[C:15]([CH2:19][N:20]([C:31]2[CH:36]=[CH:35][CH:34]=[CH:33][CH:32]=2)[C:21](=[O:30])[C:22]#[C:23][C:24]2[CH:29]=[CH:28][CH:27]=[CH:26][CH:25]=2)[CH:14]=1, predict the reaction product. The product is: [CH3:10][O:11][C:12](=[O:37])[C:13]1[CH:18]=[CH:17][CH:16]=[C:15]([CH2:19][N:20]2[C:31]3[C:36](=[CH:35][CH:34]=[CH:33][CH:32]=3)/[C:22](=[C:23](\[C:2]3[CH:9]=[CH:8][C:5]([C:6]#[N:7])=[CH:4][CH:3]=3)/[C:24]3[CH:25]=[CH:26][CH:27]=[CH:28][CH:29]=3)/[C:21]2=[O:30])[CH:14]=1. (4) The product is: [C:1]([O:5][CH2:6][C:7]1[CH:17]=[C:12]([CH:11]([F:20])[F:10])[N:13]=[N:14][C:15]=1[O:18][CH3:19])([CH3:2])([CH3:3])[CH3:4]. Given the reactants [C:1]([O:5][CH2:6][C:7](O)=O)([CH3:4])([CH3:3])[CH3:2].[F:10][CH:11]([F:20])[C:12]1[N:13]=[N:14][C:15]([O:18][CH3:19])=C[CH:17]=1, predict the reaction product.